The task is: Predict the reactants needed to synthesize the given product.. This data is from Full USPTO retrosynthesis dataset with 1.9M reactions from patents (1976-2016). (1) Given the product [CH:9]([N:5]1[C:4](=[O:12])[CH:3]=[C:2]([NH:21][C@H:14]([C:15]2[CH:20]=[CH:19][CH:18]=[CH:17][CH:16]=2)[CH3:13])[NH:7][C:6]1=[O:8])([CH3:11])[CH3:10], predict the reactants needed to synthesize it. The reactants are: Cl[C:2]1[NH:7][C:6](=[O:8])[N:5]([CH:9]([CH3:11])[CH3:10])[C:4](=[O:12])[CH:3]=1.[CH3:13][C@H:14]([NH2:21])[C:15]1[CH:20]=[CH:19][CH:18]=[CH:17][CH:16]=1.CCCCCC. (2) Given the product [NH2:9][C:3]1[N:4]=[CH:5][N:6]=[C:7]([N:16]2[CH2:17][CH2:18][C:14]3([CH2:10][N:11]([C:19](=[O:21])[CH:42]=[CH2:43])[CH2:12][CH2:13]3)[CH2:15]2)[C:2]=1[C:30]1[CH:31]=[CH:32][C:27]([O:26][C:33]2[CH:38]=[CH:37][CH:36]=[CH:35][CH:34]=2)=[CH:28][CH:29]=1, predict the reactants needed to synthesize it. The reactants are: Cl[C:2]1[C:3]([NH2:9])=[N:4][CH:5]=[N:6][C:7]=1Cl.[CH2:10]1[C:14]2([CH2:18][CH2:17][NH:16][CH2:15]2)[CH2:13][CH2:12][N:11]1[C:19]([O:21]C(C)(C)C)=O.[O:26]([C:33]1[CH:38]=[CH:37][C:36](B(O)O)=[CH:35][CH:34]=1)[C:27]1[CH:32]=[CH:31][CH:30]=[CH:29][CH:28]=1.[C:42](Cl)(=O)[CH:43]=C. (3) Given the product [O:38]=[C:26]1[CH2:27][C:28]([C:30]2[CH:31]=[C:32]([CH:35]=[CH:36][CH:37]=2)[C:33]#[N:34])=[N:7][C:8]2[CH:13]=[CH:12][C:11]([C:14]3[CH:19]=[CH:18][C:17]([CH3:20])=[CH:16][CH:15]=3)=[CH:10][C:9]=2[NH:21]1, predict the reactants needed to synthesize it. The reactants are: C(OC(=O)[NH:7][C:8]1[CH:13]=[CH:12][C:11]([C:14]2[CH:19]=[CH:18][C:17]([CH3:20])=[CH:16][CH:15]=2)=[CH:10][C:9]=1[NH2:21])(C)(C)C.CC1(C)O[C:28]([C:30]2[CH:31]=[C:32]([CH:35]=[CH:36][CH:37]=2)[C:33]#[N:34])=[CH:27][C:26](=[O:38])O1.C(O)(C(F)(F)F)=O. (4) Given the product [F:1][C:2]1[CH:3]=[C:4]([CH:14]=[C:15]([C:28]2[CH:36]=[C:35]3[C:31]([C:32]([C:37]4[CH:42]=[CH:41][C:40]([F:43])=[CH:39][CH:38]=4)=[N:33][NH:34]3)=[CH:30][CH:29]=2)[C:16]=1[CH3:17])[C:5]([NH:7][C:8]1[N:12]([CH3:13])[N:11]=[CH:10][CH:9]=1)=[O:6], predict the reactants needed to synthesize it. The reactants are: [F:1][C:2]1[CH:3]=[C:4]([CH:14]=[C:15](B2OC(C)(C)C(C)(C)O2)[C:16]=1[CH3:17])[C:5]([NH:7][C:8]1[N:12]([CH3:13])[N:11]=[CH:10][CH:9]=1)=[O:6].Br[C:28]1[CH:36]=[C:35]2[C:31]([C:32]([C:37]3[CH:42]=[CH:41][C:40]([F:43])=[CH:39][CH:38]=3)=[N:33][NH:34]2)=[CH:30][CH:29]=1.C(=O)([O-])O.[Na+]. (5) Given the product [F:10][C:9]([F:12])([F:11])[C:4]1[CH:5]=[CH:6][CH:7]=[CH:8][C:3]=1[CH2:2][N:13]=[N+:14]=[N-:15], predict the reactants needed to synthesize it. The reactants are: Br[CH2:2][C:3]1[CH:8]=[CH:7][CH:6]=[CH:5][C:4]=1[C:9]([F:12])([F:11])[F:10].[N-:13]=[N+:14]=[N-:15].[Na+]. (6) Given the product [Cl:21][C:17]1[CH:16]=[C:15]([S:12]([NH:11][C:9]2[CH:8]=[C:7]([CH3:22])[N:6]=[C:5]3[S:4][C:3]([CH3:23])=[C:2]([C:29]4[CH:28]=[CH:27][CH:26]=[C:25]([CH3:24])[CH:30]=4)[C:10]=23)(=[O:14])=[O:13])[CH:20]=[CH:19][CH:18]=1, predict the reactants needed to synthesize it. The reactants are: Br[C:2]1[C:10]2[C:5](=[N:6][C:7]([CH3:22])=[CH:8][C:9]=2[NH:11][S:12]([C:15]2[CH:20]=[CH:19][CH:18]=[C:17]([Cl:21])[CH:16]=2)(=[O:14])=[O:13])[S:4][C:3]=1[CH3:23].[CH3:24][C:25]1[CH:26]=[C:27](B(O)O)[CH:28]=[CH:29][CH:30]=1.C(=O)([O-])[O-].[K+].[K+].C(OCC)(=O)C. (7) Given the product [CH:1]([N:4]1[C:8]([C:9]2[CH:14]=[CH:13][N:12]=[C:11]([NH:15][C:18]3[CH:28]=[CH:27][C:21]([C:22]([O:24][CH2:25][CH3:26])=[O:23])=[CH:20][CH:19]=3)[N:10]=2)=[CH:7][N:6]=[C:5]1[CH3:16])([CH3:3])[CH3:2], predict the reactants needed to synthesize it. The reactants are: [CH:1]([N:4]1[C:8]([C:9]2[CH:14]=[CH:13][N:12]=[C:11]([NH2:15])[N:10]=2)=[CH:7][N:6]=[C:5]1[CH3:16])([CH3:3])[CH3:2].I[C:18]1[CH:28]=[CH:27][C:21]([C:22]([O:24][CH2:25][CH3:26])=[O:23])=[CH:20][CH:19]=1.CC1(C)C2C(=C(P(C3C=CC=CC=3)C3C=CC=CC=3)C=CC=2)OC2C(P(C3C=CC=CC=3)C3C=CC=CC=3)=CC=CC1=2.C(=O)([O-])[O-].[Cs+].[Cs+]. (8) Given the product [CH2:1]([N:8]([CH2:19][C:20]1[CH:33]=[CH:32][C:23]([O:24][C:25]2[CH:26]=[C:27]([CH:28]=[CH:29][CH:30]=2)[O:31][CH2:35][CH2:36][N:37]2[C:38](=[O:47])[C:39]3[C:40](=[CH:43][CH:44]=[CH:45][CH:46]=3)[C:41]2=[O:42])=[CH:22][CH:21]=1)[C:9]1[CH:14]=[CH:13][CH:12]=[C:11]([N+:15]([O-:17])=[O:16])[C:10]=1[CH3:18])[C:2]1[CH:3]=[CH:4][CH:5]=[CH:6][CH:7]=1, predict the reactants needed to synthesize it. The reactants are: [CH2:1]([N:8]([CH2:19][C:20]1[CH:33]=[CH:32][C:23]([O:24][C:25]2[CH:26]=[C:27]([OH:31])[CH:28]=[CH:29][CH:30]=2)=[CH:22][CH:21]=1)[C:9]1[CH:14]=[CH:13][CH:12]=[C:11]([N+:15]([O-:17])=[O:16])[C:10]=1[CH3:18])[C:2]1[CH:7]=[CH:6][CH:5]=[CH:4][CH:3]=1.O[CH2:35][CH2:36][N:37]1[C:41](=[O:42])[C:40]2=[CH:43][CH:44]=[CH:45][CH:46]=[C:39]2[C:38]1=[O:47]. (9) Given the product [CH2:1]1[O:11][C:10]2[CH:9]=[CH:8][C:5]([CH2:6][N:12]3[CH2:17][CH2:16][CH:15]([C:18]4[CH:19]=[CH:20][C:21]([C:24]5[N:29]=[C:28]([NH2:30])[CH:27]=[CH:26][CH:25]=5)=[CH:22][CH:23]=4)[CH2:14][CH2:13]3)=[CH:4][C:3]=2[O:2]1, predict the reactants needed to synthesize it. The reactants are: [CH2:1]1[O:11][C:10]2[CH:9]=[CH:8][C:5]([CH2:6]Br)=[CH:4][C:3]=2[O:2]1.[NH:12]1[CH2:17][CH2:16][CH:15]([C:18]2[CH:23]=[CH:22][C:21]([C:24]3[N:29]=[C:28]([NH2:30])[CH:27]=[CH:26][CH:25]=3)=[CH:20][CH:19]=2)[CH2:14][CH2:13]1.